This data is from Reaction yield outcomes from USPTO patents with 853,638 reactions. The task is: Predict the reaction yield, written as a fraction of the theoretical maximum amount of product (1.0 means a 100% yield; for example, 0.34 means a 34% yield). The reactants are Br[C:2]1[CH:3]=[CH:4][C:5]2[N:6]([C:8]([C:11]#[C:12][CH2:13][OH:14])=[CH:9][N:10]=2)[N:7]=1.[F:15][C:16]1[CH:21]=[CH:20][C:19]([S:22]([NH:25][C:26]2[C:27]([O:41][CH3:42])=[N:28][CH:29]=[C:30](B3OC(C)(C)C(C)(C)O3)[CH:31]=2)(=[O:24])=[O:23])=[CH:18][CH:17]=1.C(Cl)Cl.C([O-])([O-])=O.[Na+].[Na+]. The catalyst is COCCOC.O.C1C=CC(P(C2C=CC=CC=2)[C-]2C=CC=C2)=CC=1.C1C=CC(P(C2C=CC=CC=2)[C-]2C=CC=C2)=CC=1.Cl[Pd]Cl.[Fe+2]. The product is [F:15][C:16]1[CH:17]=[CH:18][C:19]([S:22]([NH:25][C:26]2[C:27]([O:41][CH3:42])=[N:28][CH:29]=[C:30]([C:2]3[CH:3]=[CH:4][C:5]4[N:6]([C:8]([C:11]#[C:12][CH2:13][OH:14])=[CH:9][N:10]=4)[N:7]=3)[CH:31]=2)(=[O:24])=[O:23])=[CH:20][CH:21]=1. The yield is 0.120.